From a dataset of Full USPTO retrosynthesis dataset with 1.9M reactions from patents (1976-2016). Predict the reactants needed to synthesize the given product. (1) The reactants are: [NH2:1][C:2]1[C:10]([I:11])=[CH:9][CH:8]=[CH:7][C:3]=1[C:4](O)=[O:5].[CH3:12][N:13]=[C:14]=[S:15]. Given the product [I:11][C:10]1[CH:9]=[CH:8][CH:7]=[C:3]2[C:2]=1[NH:1][C:14](=[S:15])[N:13]([CH3:12])[C:4]2=[O:5], predict the reactants needed to synthesize it. (2) Given the product [ClH:1].[O:2]1[C:7]2[CH:8]=[CH:9][C:10]([CH2:12][NH:13][CH:14]3[CH2:19][CH2:18][N:17]([CH2:20][CH2:21][N:22]4[C:31]5[C:26](=[CH:27][CH:28]=[C:29]([O:32][CH3:33])[CH:30]=5)[CH2:25][CH2:24][C:23]4=[O:34])[CH2:16][CH2:15]3)=[CH:11][C:6]=2[O:5][CH2:4][CH2:3]1, predict the reactants needed to synthesize it. The reactants are: [ClH:1].[O:2]1[C:7]2[CH:8]=[CH:9][C:10]([CH2:12][NH:13][CH:14]3[CH2:19][CH2:18][N:17]([CH2:20][CH2:21][N:22]4[C:31]5[C:26](=[CH:27][CH:28]=[C:29]([O:32][CH3:33])[CH:30]=5)[CH:25]=[CH:24][C:23]4=[O:34])[CH2:16][CH2:15]3)=[CH:11][C:6]=2[O:5][CH2:4][CH2:3]1. (3) Given the product [N:26]([CH2:2][C:3]([NH:5][C:6]1[CH:14]=[CH:13][CH:12]=[C:11]2[C:7]=1[C:8](=[O:25])[N:9]([C@@:16]1([CH3:24])[CH2:21][CH2:20][C:19](=[O:22])[NH:18][C:17]1=[O:23])[C:10]2=[O:15])=[O:4])=[N+:27]=[N-:28], predict the reactants needed to synthesize it. The reactants are: Cl[CH2:2][C:3]([NH:5][C:6]1[CH:14]=[CH:13][CH:12]=[C:11]2[C:7]=1[C:8](=[O:25])[N:9]([C@@:16]1([CH3:24])[CH2:21][CH2:20][C:19](=[O:22])[NH:18][C:17]1=[O:23])[C:10]2=[O:15])=[O:4].[N-:26]=[N+:27]=[N-:28].[Na+]. (4) Given the product [CH2:1]([O:3][C:4]1[C:8]([CH2:9][CH2:10][CH2:11][O:12][C:24]2[CH:37]=[CH:36][C:27]([O:28][C:29]([CH3:34])([CH3:35])[C:30]([OH:32])=[O:31])=[CH:26][CH:25]=2)=[CH:7][N:6]([C:13]2[CH:18]=[CH:17][C:16]([C:19]([F:21])([F:20])[F:22])=[CH:15][N:14]=2)[N:5]=1)[CH3:2], predict the reactants needed to synthesize it. The reactants are: [CH2:1]([O:3][C:4]1[C:8]([CH2:9][CH2:10][CH2:11][OH:12])=[CH:7][N:6]([C:13]2[CH:18]=[CH:17][C:16]([C:19]([F:22])([F:21])[F:20])=[CH:15][N:14]=2)[N:5]=1)[CH3:2].O[C:24]1[CH:37]=[CH:36][C:27]([O:28][C:29]([CH3:35])([CH3:34])[C:30]([O:32]C)=[O:31])=[CH:26][CH:25]=1.C1(P(C2C=CC=CC=2)C2C=CC=CC=2)C=CC=CC=1.N(C(OCC)=O)=NC(OCC)=O. (5) Given the product [C:1]1(=[O:10])[C:9]2[C:4](=[CH:5][CH:6]=[CH:7][CH:8]=2)[CH2:3][C:2]1=[N:17][OH:16], predict the reactants needed to synthesize it. The reactants are: [C:1]1(=[O:10])[C:9]2[C:4](=[CH:5][CH:6]=[CH:7][CH:8]=2)[CH2:3][CH2:2]1.Cl.C([O:16][N:17]=O)CCC.